Task: Regression. Given two drug SMILES strings and cell line genomic features, predict the synergy score measuring deviation from expected non-interaction effect.. Dataset: NCI-60 drug combinations with 297,098 pairs across 59 cell lines (1) Drug 1: C1C(C(OC1N2C=C(C(=O)NC2=O)F)CO)O. Drug 2: C#CCC(CC1=CN=C2C(=N1)C(=NC(=N2)N)N)C3=CC=C(C=C3)C(=O)NC(CCC(=O)O)C(=O)O. Cell line: KM12. Synergy scores: CSS=36.2, Synergy_ZIP=-9.45, Synergy_Bliss=-12.8, Synergy_Loewe=-6.44, Synergy_HSA=-4.62. (2) Drug 1: CC12CCC(CC1=CCC3C2CCC4(C3CC=C4C5=CN=CC=C5)C)O. Drug 2: CC1=C(C=C(C=C1)NC(=O)C2=CC=C(C=C2)CN3CCN(CC3)C)NC4=NC=CC(=N4)C5=CN=CC=C5. Cell line: DU-145. Synergy scores: CSS=-13.2, Synergy_ZIP=8.26, Synergy_Bliss=-5.27, Synergy_Loewe=-11.6, Synergy_HSA=-10.6. (3) Drug 1: CN1C2=C(C=C(C=C2)N(CCCl)CCCl)N=C1CCCC(=O)O.Cl. Drug 2: CC1=C(C(=O)C2=C(C1=O)N3CC4C(C3(C2COC(=O)N)OC)N4)N. Cell line: T-47D. Synergy scores: CSS=23.3, Synergy_ZIP=-1.80, Synergy_Bliss=-0.137, Synergy_Loewe=-16.7, Synergy_HSA=1.04. (4) Drug 1: CC(C1=C(C=CC(=C1Cl)F)Cl)OC2=C(N=CC(=C2)C3=CN(N=C3)C4CCNCC4)N. Drug 2: CC(C)NC(=O)C1=CC=C(C=C1)CNNC.Cl. Cell line: NCI-H522. Synergy scores: CSS=1.66, Synergy_ZIP=0.000879, Synergy_Bliss=-0.569, Synergy_Loewe=-5.95, Synergy_HSA=-2.65. (5) Drug 1: C1CC(C1)(C(=O)O)C(=O)O.[NH2-].[NH2-].[Pt+2]. Drug 2: CS(=O)(=O)CCNCC1=CC=C(O1)C2=CC3=C(C=C2)N=CN=C3NC4=CC(=C(C=C4)OCC5=CC(=CC=C5)F)Cl. Cell line: SF-268. Synergy scores: CSS=9.29, Synergy_ZIP=1.56, Synergy_Bliss=6.92, Synergy_Loewe=-1.91, Synergy_HSA=-1.78. (6) Drug 1: CN(C)N=NC1=C(NC=N1)C(=O)N. Drug 2: CC1=CC=C(C=C1)C2=CC(=NN2C3=CC=C(C=C3)S(=O)(=O)N)C(F)(F)F. Cell line: BT-549. Synergy scores: CSS=0.354, Synergy_ZIP=0.205, Synergy_Bliss=0.242, Synergy_Loewe=-1.26, Synergy_HSA=-0.949.